From a dataset of Forward reaction prediction with 1.9M reactions from USPTO patents (1976-2016). Predict the product of the given reaction. (1) Given the reactants [C:1]([O:5][C:6]([NH:8][CH2:9][CH:10]([CH2:12]S([O-])(=O)=O)C)=[O:7])([CH3:4])([CH3:3])[CH3:2].[N-:17]=[N+:18]=[N-:19].[Na+], predict the reaction product. The product is: [N:17]([CH:10]([CH3:12])[CH2:9][NH:8][C:6](=[O:7])[O:5][C:1]([CH3:4])([CH3:3])[CH3:2])=[N+:18]=[N-:19]. (2) Given the reactants [CH2:1]([O:3][C:4]1[CH:13]=[CH:12][C:7]2[N:8]=[C:9]([NH2:11])[S:10][C:6]=2[CH:5]=1)[CH3:2].[F:14][C:15]([F:30])([F:29])[C:16]1[CH:17]=[C:18]([CH:22]=[C:23]([C:25]([F:28])([F:27])[F:26])[CH:24]=1)[C:19](Cl)=[O:20].Br[CH:32]([CH2:37][CH3:38])[C:33]([O:35]C)=[O:34].COC1C=CC2N=C(N)SC=2C=1.ClC1C=C(C=CC=1)C(Cl)=O.BrCC(OCC)=O, predict the reaction product. The product is: [F:14][C:15]([F:30])([F:29])[C:16]1[CH:17]=[C:18]([CH:22]=[C:23]([C:25]([F:28])([F:27])[F:26])[CH:24]=1)[C:19]([N:11]=[C:9]1[N:8]([CH:32]([CH2:37][CH3:38])[C:33]([OH:35])=[O:34])[C:7]2[CH:12]=[CH:13][C:4]([O:3][CH2:1][CH3:2])=[CH:5][C:6]=2[S:10]1)=[O:20]. (3) Given the reactants [C:1]([C:4]1[CH:5]=[C:6]2[C:10](=[CH:11][CH:12]=1)[NH:9][C:8](=[O:13])[CH2:7]2)(=[O:3])[CH3:2].[NH:14]1[C:22]2[C:17](=[CH:18][CH:19]=[CH:20][CH:21]=2)[CH:16]=[C:15]1[CH:23]=O.N1CCCCC1, predict the reaction product. The product is: [C:1]([C:4]1[CH:5]=[C:6]2[C:10](=[CH:11][CH:12]=1)[NH:9][C:8](=[O:13])[C:7]2=[CH:23][C:15]1[NH:14][C:22]2[C:17]([CH:16]=1)=[CH:18][CH:19]=[CH:20][CH:21]=2)(=[O:3])[CH3:2]. (4) Given the reactants [S:1]1[CH:5]=[CH:4][N:3]=[C:2]1[CH2:6][N:7]1[C:15]2[C:10](=[CH:11][C:12]([NH:16][C:17]3[C:26]4[C:21](=[CH:22][CH:23]=[CH:24][C:25]=4[O:27][C@H:28]([CH3:33])[C:29](OC)=[O:30])[N:20]=[CH:19][N:18]=3)=[CH:13][CH:14]=2)[CH:9]=[N:8]1.[CH2:34]([NH2:36])[CH3:35], predict the reaction product. The product is: [CH2:34]([NH:36][C:29](=[O:30])[C@H:28]([O:27][C:25]1[CH:24]=[CH:23][CH:22]=[C:21]2[C:26]=1[C:17]([NH:16][C:12]1[CH:11]=[C:10]3[C:15](=[CH:14][CH:13]=1)[N:7]([CH2:6][C:2]1[S:1][CH:5]=[CH:4][N:3]=1)[N:8]=[CH:9]3)=[N:18][CH:19]=[N:20]2)[CH3:33])[CH3:35]. (5) Given the reactants [F:1][CH2:2][C:3]1[CH:8]=[C:7]([CH3:9])[C:6]([N+:10]([O-])=O)=[CH:5][N:4]=1.[N:13]([O-])=O.[Na+], predict the reaction product. The product is: [F:1][CH2:2][C:3]1[CH:8]=[C:7]2[CH:9]=[N:13][NH:10][C:6]2=[CH:5][N:4]=1. (6) Given the reactants [CH2:1]([O:8][C:9]([N:11]([CH2:32][C:33]([N:35]1[CH2:39][C@@H:38]([F:40])[CH2:37][C@H:36]1[C:41]#[N:42])=[O:34])[C:12]12[CH2:19][CH2:18][C:15]([C:20](ON3C4C=CC=CC=4N=N3)=[O:21])([CH2:16][CH2:17]1)[CH2:14][CH2:13]2)=[O:10])[C:2]1[CH:7]=[CH:6][CH:5]=[CH:4][CH:3]=1.[NH2:43][CH2:44][CH2:45][OH:46], predict the reaction product. The product is: [CH2:1]([O:8][C:9]([N:11]([CH2:32][C:33]([N:35]1[CH2:39][C@@H:38]([F:40])[CH2:37][C@H:36]1[C:41]#[N:42])=[O:34])[C:12]12[CH2:17][CH2:16][C:15]([C:20]([NH:43][CH2:44][CH2:45][OH:46])=[O:21])([CH2:18][CH2:19]1)[CH2:14][CH2:13]2)=[O:10])[C:2]1[CH:7]=[CH:6][CH:5]=[CH:4][CH:3]=1.